Task: Predict the reactants needed to synthesize the given product.. Dataset: Full USPTO retrosynthesis dataset with 1.9M reactions from patents (1976-2016) (1) Given the product [CH:15]1([C:13]2[NH:12][C:4]3[C:3]([O:2][CH3:1])=[CH:8][CH:7]=[CH:6][C:5]=3[N:9]=2)[CH2:17][CH2:16]1, predict the reactants needed to synthesize it. The reactants are: [CH3:1][O:2][C:3]1[CH:8]=[CH:7][CH:6]=[C:5]([N+:9]([O-])=O)[C:4]=1[NH:12][C:13]([CH:15]1[CH2:17][CH2:16]1)=O. (2) Given the product [CH3:8][C@H:7]1[NH:9][CH2:10][C:5]2[N:1]=[CH:2][NH:3][C:4]=2[CH2:6]1, predict the reactants needed to synthesize it. The reactants are: [N:1]1[CH:5]=[C:4]([CH2:6][C@H:7]([NH2:9])[CH3:8])[NH:3][CH:2]=1.[CH2:10]=O.[OH-].[Na+]. (3) Given the product [C:9]1([C:5]2[C:4]([C:15]3[CH:20]=[CH:19][CH:18]=[CH:17][CH:16]=3)=[N:3][C:2]([NH:22][CH3:21])=[CH:7][N+:6]=2[O-:8])[CH:14]=[CH:13][CH:12]=[CH:11][CH:10]=1, predict the reactants needed to synthesize it. The reactants are: Cl[C:2]1[N:3]=[C:4]([C:15]2[CH:20]=[CH:19][CH:18]=[CH:17][CH:16]=2)[C:5]([C:9]2[CH:14]=[CH:13][CH:12]=[CH:11][CH:10]=2)=[N+:6]([O-:8])[CH:7]=1.[CH3:21][NH2:22]. (4) Given the product [CH2:1]([O:8][C:9]1[C:32]([O:33][CH3:34])=[CH:31][C:12]2[C:13]3[N:18]([CH:19]([C:21]([CH3:24])([CH3:23])[CH3:22])[CH2:20][C:11]=2[CH:10]=1)[CH:17]=[C:16]([C:25]([O:27][CH2:28][CH3:29])=[O:26])[C:15](=[O:30])[CH:14]=3)[C:2]1[CH:7]=[CH:6][CH:5]=[CH:4][CH:3]=1, predict the reactants needed to synthesize it. The reactants are: [CH2:1]([O:8][C:9]1[C:32]([O:33][CH3:34])=[CH:31][C:12]2[CH:13]3[N:18]([CH:19]([C:21]([CH3:24])([CH3:23])[CH3:22])[CH2:20][C:11]=2[CH:10]=1)[CH:17]=[C:16]([C:25]([O:27][CH2:28][CH3:29])=[O:26])[C:15](=[O:30])[CH2:14]3)[C:2]1[CH:7]=[CH:6][CH:5]=[CH:4][CH:3]=1.C1(Cl)C(=O)C(Cl)=C(Cl)C(=O)C=1Cl. (5) Given the product [CH3:34][O:35][C:36](=[O:46])[CH2:37][C:38]1[CH:39]=[C:40]([C:13]2[CH:14]=[CH:15][C:16]([C:18]([F:21])([F:19])[F:20])=[CH:17][C:12]=2[CH2:11][N:10]([CH2:31][CH3:32])[C:9]([NH:8][CH2:1][C:2]2[CH:3]=[CH:4][CH:5]=[CH:6][CH:7]=2)=[O:33])[CH:41]=[C:42]([Cl:44])[CH:43]=1, predict the reactants needed to synthesize it. The reactants are: [CH2:1]([NH:8][C:9](=[O:33])[N:10]([CH2:31][CH3:32])[CH2:11][C:12]1[CH:17]=[C:16]([C:18]([F:21])([F:20])[F:19])[CH:15]=[CH:14][C:13]=1B1OC(C)(C)C(C)(C)O1)[C:2]1[CH:7]=[CH:6][CH:5]=[CH:4][CH:3]=1.[CH3:34][O:35][C:36](=[O:46])[CH2:37][C:38]1[CH:43]=[C:42]([Cl:44])[CH:41]=[C:40](Br)[CH:39]=1.